Dataset: Reaction yield outcomes from USPTO patents with 853,638 reactions. Task: Predict the reaction yield, written as a fraction of the theoretical maximum amount of product (1.0 means a 100% yield; for example, 0.34 means a 34% yield). (1) The reactants are [OH-].[Na+].C([O:5][C:6]([C:8]1[CH:12]=[C:11]([C:13]2[CH:18]=[CH:17][C:16]([F:19])=[CH:15][CH:14]=2)[N:10]([C:20]2[CH:21]=[N:22][C:23]([O:26][CH3:27])=[CH:24][CH:25]=2)[N:9]=1)=[O:7])C. The catalyst is CO. The product is [F:19][C:16]1[CH:17]=[CH:18][C:13]([C:11]2[N:10]([C:20]3[CH:21]=[N:22][C:23]([O:26][CH3:27])=[CH:24][CH:25]=3)[N:9]=[C:8]([C:6]([OH:7])=[O:5])[CH:12]=2)=[CH:14][CH:15]=1. The yield is 0.880. (2) The reactants are [C:1]1(=O)[CH2:5][CH2:4][CH2:3][CH2:2]1.CO.[CH2:9]([O:16][C:17]1[CH:22]=[CH:21][N:20]([C:23]2[CH:28]=[CH:27][C:26]([O:29][C@H:30]3[CH2:34][CH2:33][NH:32][CH2:31]3)=[CH:25][CH:24]=2)[C:19](=[O:35])[CH:18]=1)[C:10]1[CH:15]=[CH:14][CH:13]=[CH:12][CH:11]=1. The catalyst is C(OCC)(=O)C. The product is [CH2:9]([O:16][C:17]1[CH:22]=[CH:21][N:20]([C:23]2[CH:28]=[CH:27][C:26]([O:29][C@H:30]3[CH2:34][CH2:33][N:32]([CH:1]4[CH2:5][CH2:4][CH2:3][CH2:2]4)[CH2:31]3)=[CH:25][CH:24]=2)[C:19](=[O:35])[CH:18]=1)[C:10]1[CH:11]=[CH:12][CH:13]=[CH:14][CH:15]=1. The yield is 0.530. (3) The reactants are [CH3:1][S:2]([C:5]1[CH:10]=[CH:9][C:8]([CH:11]([C:25]2[CH:30]=[CH:29][CH:28]=[CH:27][C:26]=2[CH3:31])[CH2:12][C:13]2([CH:18]3[CH2:23][CH2:22][CH:21]([OH:24])[CH2:20][CH2:19]3)[O:17][CH2:16][CH2:15][O:14]2)=[CH:7][CH:6]=1)(=[O:4])=[O:3].CC(OI1(OC(C)=O)(OC(C)=O)OC(=O)C2C1=CC=CC=2)=O. The catalyst is ClCCl. The product is [CH3:1][S:2]([C:5]1[CH:10]=[CH:9][C:8]([CH:11]([C:25]2[CH:30]=[CH:29][CH:28]=[CH:27][C:26]=2[CH3:31])[CH2:12][C:13]2([CH:18]3[CH2:19][CH2:20][C:21](=[O:24])[CH2:22][CH2:23]3)[O:17][CH2:16][CH2:15][O:14]2)=[CH:7][CH:6]=1)(=[O:3])=[O:4]. The yield is 0.950. (4) The reactants are [Br:1][C:2]1[N:7]=[C:6]([NH:8][C:9](=[O:12])[O:10][CH3:11])[CH:5]=[CH:4][C:3]=1[N+:13]([O-])=O.[BH4-].[Na+]. The catalyst is CO.O.Cl[Ni]Cl. The product is [NH2:13][C:3]1[CH:4]=[CH:5][C:6]([NH:8][C:9](=[O:12])[O:10][CH3:11])=[N:7][C:2]=1[Br:1]. The yield is 0.960. (5) The reactants are [CH3:1][S:2]([C:5]1[CH:27]=[CH:26][C:8]([CH2:9][C@H:10]2[CH2:15][C@@H:14]([C:16]3[O:20][NH:19][C:18](=[O:21])[CH:17]=3)[CH2:13][CH2:12][N:11]2C(OC)=O)=[CH:7][CH:6]=1)(=[O:4])=[O:3].Br. No catalyst specified. The product is [CH3:1][S:2]([C:5]1[CH:27]=[CH:26][C:8]([CH2:9][C@H:10]2[CH2:15][C@@H:14]([C:16]3[O:20][NH:19][C:18](=[O:21])[CH:17]=3)[CH2:13][CH2:12][NH:11]2)=[CH:7][CH:6]=1)(=[O:3])=[O:4]. The yield is 0.870. (6) The reactants are [Si:1]([O:8][C@H:9]1[C@@H:13]([O:14][Si:15]([C:18]([CH3:21])([CH3:20])[CH3:19])([CH3:17])[CH3:16])[C@H:12]([N:22]2[CH:27]=[CH:26][C:25](=[O:28])[NH:24][C:23]2=[O:29])[O:11][CH:10]1[C@H:30]([OH:62])[C@@H:31]([C:55]([O:57][C:58]([CH3:61])([CH3:60])[CH3:59])=[O:56])[NH:32][CH2:33][CH2:34][CH2:35][NH:36][C:37](=[O:54])[C@H:38]([CH2:50][CH:51]([CH3:53])[CH3:52])[NH:39][C:40](=[O:49])[O:41][CH2:42][C:43]1[CH:48]=[CH:47][CH:46]=[CH:45][CH:44]=1)([C:4]([CH3:7])([CH3:6])[CH3:5])([CH3:3])[CH3:2].[CH2:63](OC(=O)N[C@@H](C(=O)NCCC=O)CC(C)C)[C:64]1[CH:69]=[CH:68][CH:67]=[CH:66][CH:65]=1.[C:86](N[C@@H](C(O)=O)CC(C)C)(OCC1C=CC=CC=1)=[O:87].C(O[BH-](OC(=O)C)OC(=O)C)(=O)C.[Na+].C(=O)([O-])[O-].[Na+].[Na+]. The catalyst is O1CCCC1.C(O)(=O)C. The product is [Si:1]([O:8][C@H:9]1[C@@H:13]([O:14][Si:15]([C:18]([CH3:19])([CH3:21])[CH3:20])([CH3:17])[CH3:16])[C@H:12]([N:22]2[CH:27]=[CH:26][C:25](=[O:28])[N:24]([CH2:63][C:64]3[CH:65]=[CH:66][C:67]([O:87][CH3:86])=[CH:68][CH:69]=3)[C:23]2=[O:29])[O:11][CH:10]1[C@H:30]([OH:62])[C@@H:31]([C:55]([O:57][C:58]([CH3:60])([CH3:59])[CH3:61])=[O:56])[NH:32][CH2:33][CH2:34][CH2:35][NH:36][C:37](=[O:54])[C@@H:38]([CH2:50][CH:51]([CH3:52])[CH3:53])[NH:39][C:40](=[O:49])[O:41][CH2:42][C:43]1[CH:48]=[CH:47][CH:46]=[CH:45][CH:44]=1)([C:4]([CH3:5])([CH3:6])[CH3:7])([CH3:3])[CH3:2]. The yield is 0.420. (7) The reactants are [CH2:1]([C:3]1[N:8]([C:9]2[CH:14]=[CH:13][C:12]([O:15][C@@H:16]3[CH2:21][CH2:20][CH2:19][CH2:18][C@H:17]3[OH:22])=[CH:11][CH:10]=2)[C:7](=[O:23])[C:6]([CH2:24][C:25]2[CH:30]=[CH:29][C:28]([C:31]3[CH:36]=[CH:35][CH:34]=[CH:33][C:32]=3[C:37]3[NH:41][C:40](=[O:42])[O:39][N:38]=3)=[CH:27][CH:26]=2)=[C:5]([CH2:43][CH2:44][CH3:45])[N:4]=1)[CH3:2].CC(OI1(OC(C)=O)(OC(C)=O)OC(=O)C2C1=CC=CC=2)=O.C(OCC)(=O)C.S([O-])([O-])(=O)=S.[Na+].[Na+]. The catalyst is ClCCl.O. The product is [CH2:1]([C:3]1[N:8]([C:9]2[CH:10]=[CH:11][C:12]([O:15][CH:16]3[CH2:21][CH2:20][CH2:19][CH2:18][C:17]3=[O:22])=[CH:13][CH:14]=2)[C:7](=[O:23])[C:6]([CH2:24][C:25]2[CH:30]=[CH:29][C:28]([C:31]3[CH:36]=[CH:35][CH:34]=[CH:33][C:32]=3[C:37]3[NH:41][C:40](=[O:42])[O:39][N:38]=3)=[CH:27][CH:26]=2)=[C:5]([CH2:43][CH2:44][CH3:45])[N:4]=1)[CH3:2]. The yield is 0.650. (8) The product is [C:41]1([CH:39]([O:1][C:2]2[CH:3]=[CH:4][C:5]([C:8]3[N:29]([CH2:30][O:31][CH2:32][CH2:33][Si:34]([CH3:37])([CH3:36])[CH3:35])[C:11]4=[N:12][C:13]([N:16]5[CH2:21][CH2:20][N:19]([C:22]([O:24][C:25]([CH3:27])([CH3:28])[CH3:26])=[O:23])[CH2:18][CH2:17]5)=[CH:14][CH:15]=[C:10]4[N:9]=3)=[CH:6][CH:7]=2)[CH3:40])[CH:46]=[CH:45][CH:44]=[CH:43][CH:42]=1. The yield is 0.390. The reactants are [OH:1][C:2]1[CH:7]=[CH:6][C:5]([C:8]2[N:29]([CH2:30][O:31][CH2:32][CH2:33][Si:34]([CH3:37])([CH3:36])[CH3:35])[C:11]3=[N:12][C:13]([N:16]4[CH2:21][CH2:20][N:19]([C:22]([O:24][C:25]([CH3:28])([CH3:27])[CH3:26])=[O:23])[CH2:18][CH2:17]4)=[CH:14][CH:15]=[C:10]3[N:9]=2)=[CH:4][CH:3]=1.Br[CH:39]([C:41]1[CH:46]=[CH:45][CH:44]=[CH:43][CH:42]=1)[CH3:40].C(=O)([O-])[O-].[K+].[K+]. The catalyst is C(#N)C. (9) The reactants are [N+]([C:4]1[CH:5]=[C:6]([C:11]2[CH:16]=[CH:15][CH:14]=[CH:13][N:12]=2)[N+:7]([O-:10])=[CH:8][CH:9]=1)([O-])=O.C([Br:20])(=O)C. The catalyst is C(O)(=O)C. The product is [Br:20][C:4]1[CH:5]=[C:6]([C:11]2[CH:16]=[CH:15][CH:14]=[CH:13][N:12]=2)[N+:7]([O-:10])=[CH:8][CH:9]=1. The yield is 0.950.